This data is from NCI-60 drug combinations with 297,098 pairs across 59 cell lines. The task is: Regression. Given two drug SMILES strings and cell line genomic features, predict the synergy score measuring deviation from expected non-interaction effect. Drug 1: C1CC(=O)NC(=O)C1N2CC3=C(C2=O)C=CC=C3N. Drug 2: CC(C)NC(=O)C1=CC=C(C=C1)CNNC.Cl. Cell line: T-47D. Synergy scores: CSS=5.39, Synergy_ZIP=0.740, Synergy_Bliss=4.76, Synergy_Loewe=3.38, Synergy_HSA=3.55.